Dataset: Reaction yield outcomes from USPTO patents with 853,638 reactions. Task: Predict the reaction yield, written as a fraction of the theoretical maximum amount of product (1.0 means a 100% yield; for example, 0.34 means a 34% yield). (1) The reactants are [Si:1]([O:8][C@@H:9]1[C@@:28]2([CH3:29])[C:13](=[CH:14][CH:15]=[C:16]3[C@@H:27]2[CH2:26][CH2:25][C@@:24]2([CH3:30])[C@H:17]3[CH2:18][CH:19]=[C:20]2[C@H:21]([OH:23])[CH3:22])[CH2:12][C@@H:11]([O:31][Si:32]([C:35]([CH3:38])([CH3:37])[CH3:36])([CH3:34])[CH3:33])[CH2:10]1)([C:4]([CH3:7])([CH3:6])[CH3:5])([CH3:3])[CH3:2].[H-].[Na+].C1OCCOCCOCCOCCOC1.Br[CH2:57]/[CH:58]=[CH:59]/[C:60]([CH3:70])([O:62][Si:63]([CH2:68][CH3:69])([CH2:66][CH3:67])[CH2:64][CH3:65])[CH3:61]. The catalyst is O1CCCC1. The product is [Si:1]([O:8][C@@H:9]1[C@@:28]2([CH3:29])[C:13](=[CH:14][CH:15]=[C:16]3[C@@H:27]2[CH2:26][CH2:25][C@@:24]2([CH3:30])[C@H:17]3[CH2:18][CH:19]=[C:20]2[C@H:21]([O:23][CH2:57]/[CH:58]=[CH:59]/[C:60]([CH3:70])([O:62][Si:63]([CH2:66][CH3:67])([CH2:68][CH3:69])[CH2:64][CH3:65])[CH3:61])[CH3:22])[CH2:12][C@@H:11]([O:31][Si:32]([C:35]([CH3:37])([CH3:36])[CH3:38])([CH3:33])[CH3:34])[CH2:10]1)([C:4]([CH3:7])([CH3:6])[CH3:5])([CH3:3])[CH3:2]. The yield is 0.890. (2) The reactants are C(NC(C)C)(C)C.[Li]CCCC.CCCCCC.[F:19][C:20]([F:43])([F:42])[O:21][C:22]1[CH:23]=[C:24]([CH:28]([C:31]2[CH:36]=[CH:35][CH:34]=[C:33]([O:37][C:38]([F:41])([F:40])[F:39])[CH:32]=2)[C:29]#[N:30])[CH:25]=[CH:26][CH:27]=1.[F:44][C:45]([F:50])([F:49])[C@@H:46]1[CH2:48][O:47]1. The catalyst is C1COCC1.O. The product is [F:44][C:45]([F:50])([F:49])[C@@H:46]([OH:47])[CH2:48][C:28]([C:31]1[CH:36]=[CH:35][CH:34]=[C:33]([O:37][C:38]([F:41])([F:40])[F:39])[CH:32]=1)([C:24]1[CH:25]=[CH:26][CH:27]=[C:22]([O:21][C:20]([F:42])([F:43])[F:19])[CH:23]=1)[C:29]#[N:30]. The yield is 0.360.